Dataset: Full USPTO retrosynthesis dataset with 1.9M reactions from patents (1976-2016). Task: Predict the reactants needed to synthesize the given product. (1) Given the product [Si:1]([O:8][CH:9]1[CH2:12][C:11](=[O:13])[CH2:10]1)([C:4]([CH3:7])([CH3:6])[CH3:5])([CH3:3])[CH3:2], predict the reactants needed to synthesize it. The reactants are: [Si:1]([O:8][CH:9]1[CH2:12][CH:11]([OH:13])[CH2:10]1)([C:4]([CH3:7])([CH3:6])[CH3:5])([CH3:3])[CH3:2].C(=O)(O)[O-].[Na+]. (2) Given the product [Cl:1][C:2]1[CH:3]=[N:4][N:5]([CH2:16][CH3:17])[C:6]=1[C:7]1[CH:8]=[C:9]([C:12]([OH:14])=[O:13])[S:10][CH:11]=1, predict the reactants needed to synthesize it. The reactants are: [Cl:1][C:2]1[CH:3]=[N:4][N:5]([CH2:16][CH3:17])[C:6]=1[C:7]1[CH:8]=[C:9]([C:12]([O:14]C)=[O:13])[S:10][CH:11]=1.[OH-].[K+]. (3) Given the product [CH3:11][O:10][C:1]([CH:2]1[CH2:4][C:5](=[O:7])[N:17]([CH2:16][C:15]2[CH:18]=[CH:19][C:20]([O:22][CH3:23])=[CH:21][C:14]=2[O:13][CH3:12])[CH2:3]1)=[O:9], predict the reactants needed to synthesize it. The reactants are: [C:1]([O:10][CH3:11])(=[O:9])[C:2]([CH2:4][C:5]([O:7]C)=O)=[CH2:3].[CH3:12][O:13][C:14]1[CH:21]=[C:20]([O:22][CH3:23])[CH:19]=[CH:18][C:15]=1[CH2:16][NH2:17]. (4) Given the product [OH:10][CH2:9][C@@H:8]([NH:7][C@H:5]([C:2]1([CH3:1])[CH2:3][CH2:4]1)[C:25]#[N:26])[C:11]1[CH:16]=[CH:15][CH:14]=[CH:13][CH:12]=1, predict the reactants needed to synthesize it. The reactants are: [CH3:1][C:2]1([CH:5]=O)[CH2:4][CH2:3]1.[NH2:7][C@@H:8]([C:11]1[CH:16]=[CH:15][CH:14]=[CH:13][CH:12]=1)[CH2:9][OH:10].[O-]S([O-])(=O)=O.[Mg+2].C[Si](C)(C)[C:25]#[N:26]. (5) Given the product [F:21][C:22]1[CH:30]=[CH:29][CH:28]=[CH:27][C:23]=1[C:24]([NH:1][C:2]1[CH:3]=[CH:4][C:5]([C:6]([O:8][CH3:9])=[O:7])=[CH:10][CH:11]=1)=[O:25], predict the reactants needed to synthesize it. The reactants are: [NH2:1][C:2]1[CH:11]=[CH:10][C:5]([C:6]([O:8][CH3:9])=[O:7])=[CH:4][CH:3]=1.C(N(C(C)C)CC)(C)C.[F:21][C:22]1[CH:30]=[CH:29][CH:28]=[CH:27][C:23]=1[C:24](Cl)=[O:25]. (6) Given the product [Cl:22][C:19]1[CH:18]=[CH:17][C:16]([CH:8]([C:5]2[CH:6]=[CH:7][C:2]([C:31]3[CH:32]=[N:33][NH:34][CH:35]=3)=[CH:3][CH:4]=2)[CH2:9][N:10]2[CH2:11][CH2:12][NH:13][CH2:14][CH2:15]2)=[CH:21][CH:20]=1, predict the reactants needed to synthesize it. The reactants are: Cl[C:2]1[CH:7]=[CH:6][C:5]([CH:8]([C:16]2[CH:21]=[CH:20][C:19]([Cl:22])=[CH:18][CH:17]=2)[CH2:9][N:10]2[CH2:15][CH2:14][NH:13][CH2:12][CH2:11]2)=[CH:4][CH:3]=1.CC1(C)C(C)(C)OB([C:31]2[CH:32]=[N:33][NH:34][CH:35]=2)O1. (7) Given the product [Br-:17].[CH2:1]([N+:26]([CH2:29][CH3:30])([CH2:27][CH3:28])[CH2:24][CH3:25])[CH2:2][CH2:3][CH2:4][CH2:5][CH2:6][CH2:7][CH2:8][CH2:9][CH2:10][CH2:11][CH2:12][CH2:13][CH2:14][CH2:15][CH3:16], predict the reactants needed to synthesize it. The reactants are: [CH2:1]([Br:17])[CH2:2][CH2:3][CH2:4][CH2:5][CH2:6][CH2:7][CH2:8][CH2:9][CH2:10][CH2:11][CH2:12][CH2:13][CH2:14][CH2:15][CH3:16].COC(C)CO.[CH2:24]([N:26]([CH2:29][CH3:30])[CH2:27][CH3:28])[CH3:25]. (8) The reactants are: [NH:1]1[CH2:6][CH2:5][O:4][CH2:3][CH2:2]1.Br[CH2:8][CH2:9][CH2:10][Cl:11]. Given the product [Cl:11][CH2:10][CH2:9][CH2:8][N:1]1[CH2:6][CH2:5][O:4][CH2:3][CH2:2]1, predict the reactants needed to synthesize it. (9) Given the product [C:1]([C:3]1[CH:4]=[C:5]([N:9]([CH2:14][C:15]2[CH:20]=[CH:19][CH:18]=[C:17]([C:25]3[CH:26]=[CH:27][N:22]=[CH:23][CH:24]=3)[CH:16]=2)[C:10](=[O:13])[CH2:11][CH3:12])[CH:6]=[CH:7][CH:8]=1)#[N:2], predict the reactants needed to synthesize it. The reactants are: [C:1]([C:3]1[CH:4]=[C:5]([N:9]([CH2:14][C:15]2[CH:20]=[CH:19][CH:18]=[C:17](I)[CH:16]=2)[C:10](=[O:13])[CH2:11][CH3:12])[CH:6]=[CH:7][CH:8]=1)#[N:2].[N:22]1[CH:27]=[CH:26][C:25](B(O)O)=[CH:24][CH:23]=1. (10) Given the product [Cl:21][C:3]1[CH:8]=[CH:7][C:6]([C:15]([CH:13]2[CH2:14][CH:12]2[C:10]#[N:11])=[O:16])=[CH:5][CH:4]=1, predict the reactants needed to synthesize it. The reactants are: Cl[Mg][C:3]1[CH:8]=[CH:7][CH:6]=[CH:5][CH:4]=1.[Br-].[C:10]([CH:12]1[CH2:14][CH:13]1[C:15](N(OC)C)=[O:16])#[N:11].[Cl-:21].[NH4+].